Task: Predict the product of the given reaction.. Dataset: Forward reaction prediction with 1.9M reactions from USPTO patents (1976-2016) The product is: [CH:1]([O:4][C:5]([N:7]1[CH2:12][CH2:11][CH:10]([O:13][C:14]2[C:19]([CH3:20])=[C:18]([NH:21][C:22]3[CH:27]=[CH:26][C:25]([O:56][CH2:55][CH2:54][S:51]([CH3:50])(=[O:53])=[O:52])=[CH:24][C:23]=3[F:29])[N:17]=[CH:16][N:15]=2)[CH2:9][CH2:8]1)=[O:6])([CH3:3])[CH3:2]. Given the reactants [CH:1]([O:4][C:5]([N:7]1[CH2:12][CH2:11][CH:10]([O:13][C:14]2[C:19]([CH3:20])=[C:18]([NH:21][C:22]3[CH:27]=[CH:26][C:25](I)=[CH:24][C:23]=3[F:29])[N:17]=[CH:16][N:15]=2)[CH2:9][CH2:8]1)=[O:6])([CH3:3])[CH3:2].C(=O)([O-])[O-].[Cs+].[Cs+].N1C2C(=CC=C3C=2N=CC=C3)C=CC=1.[CH3:50][S:51]([CH2:54][CH2:55][OH:56])(=[O:53])=[O:52], predict the reaction product.